Predict the product of the given reaction. From a dataset of Forward reaction prediction with 1.9M reactions from USPTO patents (1976-2016). Given the reactants Br[C:2]1[N:3]=[C:4]([C:9]2[S:10][C:11]([C:14]3[CH:19]=[CH:18][CH:17]=[CH:16][CH:15]=3)=[N:12][N:13]=2)[C:5]([NH2:8])=[N:6][CH:7]=1.C(OC([N:27]1[CH2:33][CH2:32][CH2:31][N:30]([C:34]([C:36]2[CH:41]=[CH:40][C:39](B(O)O)=[CH:38][CH:37]=2)=[O:35])[CH2:29][CH2:28]1)=O)(C)(C)C.C([O-])([O-])=O.[Na+].[Na+].C1(P(C2C=CC=CC=2)C2C=CC=CC=2)C=CC=CC=1, predict the reaction product. The product is: [NH2:8][C:5]1[N:6]=[CH:7][C:2]([C:39]2[CH:38]=[CH:37][C:36]([C:34]([N:30]3[CH2:31][CH2:32][CH2:33][NH:27][CH2:28][CH2:29]3)=[O:35])=[CH:41][CH:40]=2)=[N:3][C:4]=1[C:9]1[S:10][C:11]([C:14]2[CH:19]=[CH:18][CH:17]=[CH:16][CH:15]=2)=[N:12][N:13]=1.